From a dataset of NCI-60 drug combinations with 297,098 pairs across 59 cell lines. Regression. Given two drug SMILES strings and cell line genomic features, predict the synergy score measuring deviation from expected non-interaction effect. (1) Drug 1: CC1C(C(CC(O1)OC2CC(OC(C2O)C)OC3=CC4=CC5=C(C(=O)C(C(C5)C(C(=O)C(C(C)O)O)OC)OC6CC(C(C(O6)C)O)OC7CC(C(C(O7)C)O)OC8CC(C(C(O8)C)O)(C)O)C(=C4C(=C3C)O)O)O)O. Drug 2: CCC1(CC2CC(C3=C(CCN(C2)C1)C4=CC=CC=C4N3)(C5=C(C=C6C(=C5)C78CCN9C7C(C=CC9)(C(C(C8N6C)(C(=O)OC)O)OC(=O)C)CC)OC)C(=O)OC)O.OS(=O)(=O)O. Cell line: NCI-H226. Synergy scores: CSS=38.7, Synergy_ZIP=1.98, Synergy_Bliss=2.01, Synergy_Loewe=1.79, Synergy_HSA=1.37. (2) Drug 1: CC1C(C(CC(O1)OC2CC(CC3=C2C(=C4C(=C3O)C(=O)C5=C(C4=O)C(=CC=C5)OC)O)(C(=O)C)O)N)O.Cl. Drug 2: CN1C2=C(C=C(C=C2)N(CCCl)CCCl)N=C1CCCC(=O)O.Cl. Cell line: NCIH23. Synergy scores: CSS=41.0, Synergy_ZIP=5.77, Synergy_Bliss=3.14, Synergy_Loewe=-14.3, Synergy_HSA=3.25. (3) Drug 1: CCCCCOC(=O)NC1=NC(=O)N(C=C1F)C2C(C(C(O2)C)O)O. Drug 2: CC1=C(C(=CC=C1)Cl)NC(=O)C2=CN=C(S2)NC3=CC(=NC(=N3)C)N4CCN(CC4)CCO. Cell line: MALME-3M. Synergy scores: CSS=-5.23, Synergy_ZIP=1.52, Synergy_Bliss=-0.845, Synergy_Loewe=-5.22, Synergy_HSA=-6.60.